From a dataset of Reaction yield outcomes from USPTO patents with 853,638 reactions. Predict the reaction yield, written as a fraction of the theoretical maximum amount of product (1.0 means a 100% yield; for example, 0.34 means a 34% yield). (1) The reactants are [Cl:1][C:2]1[CH:7]=[CH:6][C:5]([OH:8])=[C:4]([F:9])[C:3]=1[NH:10][CH2:11][C:12]1[CH:17]=[C:16]([C:18]2[CH:23]=[CH:22][CH:21]=[C:20]([F:24])[CH:19]=2)[CH:15]=[CH:14][C:13]=1[F:25].C([O-])([O-])=O.[Cs+].[Cs+].Br[CH2:33][C:34]([O:36][CH2:37][CH3:38])=[O:35].O. The catalyst is CC(=O)CC. The product is [Cl:1][C:2]1[CH:7]=[CH:6][C:5]([O:8][CH2:33][C:34]([O:36][CH2:37][CH3:38])=[O:35])=[C:4]([F:9])[C:3]=1[NH:10][CH2:11][C:12]1[CH:17]=[C:16]([C:18]2[CH:23]=[CH:22][CH:21]=[C:20]([F:24])[CH:19]=2)[CH:15]=[CH:14][C:13]=1[F:25]. The yield is 0.500. (2) The reactants are [NH2:1][CH2:2][C:3]1[CH:8]=[CH:7][C:6]([C:9]([NH:11][C:12]2[CH:17]=[CH:16][CH:15]=[CH:14][C:13]=2[C:18](=[O:27])[NH:19][C:20]2[CH:25]=[CH:24][C:23]([Cl:26])=[CH:22][N:21]=2)=[O:10])=[CH:5][CH:4]=1.I.CS[C:31]1[NH:32][CH2:33][CH2:34][N:35]=1.C(N(CC)CC)C. The catalyst is CN(C=O)C. The product is [Cl:26][C:23]1[CH:24]=[CH:25][C:20]([NH:19][C:18]([C:13]2[CH:14]=[CH:15][CH:16]=[CH:17][C:12]=2[NH:11][C:9]([C:6]2[CH:5]=[CH:4][C:3]([CH2:2][NH:1][C:31]3[NH:35][CH2:34][CH2:33][N:32]=3)=[CH:8][CH:7]=2)=[O:10])=[O:27])=[N:21][CH:22]=1. The yield is 0.150. (3) The reactants are [CH2:1]([N:3]1[C:11]2[C:6](=[CH:7][CH:8]=[C:9]([O:12][CH3:13])[CH:10]=2)[C:5]([C:14]#[N:15])=[C:4]1I)[CH3:2].[F:17][C:18]1[CH:23]=[CH:22][C:21]([C:24]#[CH:25])=[CH:20][CH:19]=1.CN(C=O)C.CCN(CC)CC. The catalyst is O.C1(C=CC=CC=1)[P](C1C=CC=CC=1)(C1C=CC=CC=1)[Pd][P](C1C=CC=CC=1)(C1C=CC=CC=1)C1C=CC=CC=1.[Cu]I. The product is [CH2:1]([N:3]1[C:11]2[C:6](=[CH:7][CH:8]=[C:9]([O:12][CH3:13])[CH:10]=2)[C:5]([C:14]#[N:15])=[C:4]1[C:25]#[C:24][C:21]1[CH:22]=[CH:23][C:18]([F:17])=[CH:19][CH:20]=1)[CH3:2]. The yield is 0.820. (4) The reactants are [CH2:1]([P:3]([O-:9])[O:4][CH2:5][CH2:6][CH2:7][CH3:8])[CH3:2].[CH:10](=[O:13])[CH:11]=[CH2:12]. The catalyst is C1(C)C=CC=CC=1. The product is [CH2:1]([P:3]([CH2:12][CH2:11][CH:10]=[O:13])(=[O:9])[O:4][CH2:5][CH2:6][CH2:7][CH3:8])[CH3:2]. The yield is 0.780. (5) The reactants are [Br:1][C:2]1[N:7]=[C:6]([OH:8])[CH:5]=[CH:4][CH:3]=1.C([O-])([O-])=O.[K+].[K+].I[CH:16]([CH3:18])[CH3:17].O. The catalyst is CN(C=O)C. The product is [Br:1][C:2]1[CH:3]=[CH:4][CH:5]=[C:6]([O:8][CH:16]([CH3:18])[CH3:17])[N:7]=1. The yield is 0.890. (6) The reactants are [O:1]1[C:5]2[CH:6]=[CH:7][CH:8]=[CH:9][C:4]=2[N:3]=[C:2]1[C:10]1[CH:11]=[CH:12][C:13]([NH:17][CH:18]2[CH2:23][CH2:22][O:21][CH2:20][CH2:19]2)=[C:14]([CH:16]=1)[NH2:15].[C:24]1([C:30]#[C:31][CH:32]=O)[CH:29]=[CH:28][CH:27]=[CH:26][CH:25]=1.OOS([O-])=O.[K+].C(=O)([O-])[O-].[K+].[K+]. The catalyst is CN(C)C=O. The product is [O:1]1[C:5]2[CH:6]=[CH:7][CH:8]=[CH:9][C:4]=2[N:3]=[C:2]1[C:10]1[CH:11]=[CH:12][C:13]2[N:17]([CH:18]3[CH2:23][CH2:22][O:21][CH2:20][CH2:19]3)[C:32]([C:31]#[C:30][C:24]3[CH:29]=[CH:28][CH:27]=[CH:26][CH:25]=3)=[N:15][C:14]=2[CH:16]=1. The yield is 0.490. (7) The reactants are CS(Cl)(=O)=O.[Cl:6][C:7]1[CH:8]=[C:9]([CH:27]=[CH:28][C:29]=1[O:30][CH2:31][C:32]1[CH:37]=[CH:36][CH:35]=[C:34]([F:38])[CH:33]=1)[NH:10][C:11]1[C:16]([C:17]#[C:18][C:19]2[N:24]=[C:23]([CH2:25][OH:26])[CH:22]=[CH:21][CH:20]=2)=[CH:15][N:14]=[CH:13][N:12]=1.[CH3:39][O-].[Na+].O. The catalyst is C1COCC1. The product is [Cl:6][C:7]1[CH:8]=[C:9]([NH:10][C:11]2[C:16]([C:17]#[C:18][C:19]3[CH:20]=[CH:21][CH:22]=[C:23]([CH2:25][O:26][CH3:39])[N:24]=3)=[CH:15][N:14]=[CH:13][N:12]=2)[CH:27]=[CH:28][C:29]=1[O:30][CH2:31][C:32]1[CH:37]=[CH:36][CH:35]=[C:34]([F:38])[CH:33]=1. The yield is 0.730. (8) The yield is 0.500. The reactants are Br[C:2]1[CH:7]=[CH:6][C:5]([Br:8])=[CH:4][N:3]=1.[F:9][C:10]1[CH:15]=[CH:14][CH:13]=[CH:12][C:11]=1B(O)O. No catalyst specified. The product is [Br:8][C:5]1[CH:6]=[CH:7][C:2]([C:11]2[CH:12]=[CH:13][CH:14]=[CH:15][C:10]=2[F:9])=[N:3][CH:4]=1. (9) The reactants are [Br:1][C:2]1[C:3]([F:12])=[C:4]2[C:10]([NH2:11])=[CH:9][NH:8][C:5]2=[N:6][CH:7]=1.[CH3:13][O:14][C@@H:15]([CH3:19])[C:16](N)=[O:17].C1N(P(Cl)(N2C(=O)OCC2)=O)C(=O)OC1.C(N(CC)CC)C. The catalyst is C(Cl)Cl.CC#N.O.O. The product is [Br:1][C:2]1[C:3]([F:12])=[C:4]2[C:10]([NH:11][C:16](=[O:17])[C@@H:15]([O:14][CH3:13])[CH3:19])=[CH:9][NH:8][C:5]2=[N:6][CH:7]=1. The yield is 0.870.